From a dataset of Forward reaction prediction with 1.9M reactions from USPTO patents (1976-2016). Predict the product of the given reaction. (1) Given the reactants [O:1]1[CH2:6][CH2:5][N:4]([C:7]2[CH:14]=[CH:13][C:10]([C:11]#[N:12])=[CH:9][C:8]=2[O:15][CH3:16])[C:3]2[CH:17]=[CH:18][CH:19]=[CH:20][C:2]1=2.[Cl:21][S:22](O)(=[O:24])=[O:23], predict the reaction product. The product is: [C:11]([C:10]1[CH:13]=[CH:14][C:7]([N:4]2[CH2:5][CH2:6][O:1][C:2]3[CH:20]=[C:19]([S:22]([Cl:21])(=[O:24])=[O:23])[CH:18]=[CH:17][C:3]2=3)=[C:8]([O:15][CH3:16])[CH:9]=1)#[N:12]. (2) Given the reactants [NH2:1][C:2]1[C:3]([Cl:9])=[N:4][CH:5]=[N:6][C:7]=1Cl.[Cl:10][C:11]1[CH:17]=[CH:16][C:14]([NH2:15])=[CH:13][CH:12]=1.Cl, predict the reaction product. The product is: [Cl:9][C:3]1[N:4]=[CH:5][N:6]=[C:7]([NH:15][C:14]2[CH:16]=[CH:17][C:11]([Cl:10])=[CH:12][CH:13]=2)[C:2]=1[NH2:1]. (3) Given the reactants Cl[C:2]1[N:7]2[N:8]=[C:9]([NH:11][C:12](=[O:19])[C:13]3[CH:18]=[CH:17][CH:16]=[N:15][CH:14]=3)[N:10]=[C:6]2[CH:5]=[C:4]([C:20]([F:23])([F:22])[F:21])[CH:3]=1.Cl.[CH3:25][O:26][C:27]([C@H:29]1[CH2:34][CH2:33][C@H:32]([NH2:35])[CH2:31][CH2:30]1)=[O:28], predict the reaction product. The product is: [N:15]1[CH:16]=[CH:17][CH:18]=[C:13]([C:12]([NH:11][C:9]2[N:10]=[C:6]3[CH:5]=[C:4]([C:20]([F:23])([F:22])[F:21])[CH:3]=[C:2]([NH:35][C@H:32]4[CH2:31][CH2:30][C@H:29]([C:27]([O:26][CH3:25])=[O:28])[CH2:34][CH2:33]4)[N:7]3[N:8]=2)=[O:19])[CH:14]=1. (4) Given the reactants [CH2:1]([N:3]1[C:7]2=[N:8][C:9]([CH2:33][CH3:34])=[C:10]([CH2:19][NH:20][C:21]([C:23]3[CH:24]=[C:25]([CH:30]=[CH:31][CH:32]=3)[C:26]([O:28]C)=[O:27])=[O:22])[C:11]([NH:12][CH:13]3[CH2:18][CH2:17][O:16][CH2:15][CH2:14]3)=[C:6]2[CH:5]=[N:4]1)[CH3:2].[Li+].[OH-].O.Cl, predict the reaction product. The product is: [CH2:1]([N:3]1[C:7]2=[N:8][C:9]([CH2:33][CH3:34])=[C:10]([CH2:19][NH:20][C:21]([C:23]3[CH:24]=[C:25]([CH:30]=[CH:31][CH:32]=3)[C:26]([OH:28])=[O:27])=[O:22])[C:11]([NH:12][CH:13]3[CH2:18][CH2:17][O:16][CH2:15][CH2:14]3)=[C:6]2[CH:5]=[N:4]1)[CH3:2]. (5) Given the reactants [Br:1][C:2]1[CH:10]=[C:9](/[CH:11]=[CH:12]/[CH:13]([C:18]2[CH:23]=[C:22]([Cl:24])[C:21]([Cl:25])=[C:20]([Cl:26])[CH:19]=2)[C:14]([F:17])([F:16])[F:15])[CH:8]=[CH:7][C:3]=1[C:4](O)=[O:5].[CH3:27][N:28]([C:30](=[O:33])[CH2:31][CH3:32])[NH2:29].Cl.CN(C)CCCN=C=NCC, predict the reaction product. The product is: [Br:1][C:2]1[CH:10]=[C:9](/[CH:11]=[CH:12]/[CH:13]([C:18]2[CH:19]=[C:20]([Cl:26])[C:21]([Cl:25])=[C:22]([Cl:24])[CH:23]=2)[C:14]([F:17])([F:15])[F:16])[CH:8]=[CH:7][C:3]=1[C:4]([NH:29][N:28]([CH3:27])[C:30](=[O:33])[CH2:31][CH3:32])=[O:5]. (6) The product is: [OH:8][C:9]1[CH:14]=[C:13]([CH3:15])[O:12][C:11](=[O:16])[C:10]=1[C:32](=[O:41])[CH2:33][CH2:34][C:35]1[CH:40]=[CH:39][CH:38]=[CH:37][CH:36]=1. Given the reactants C(N(CC)CC)C.[OH:8][C:9]1[CH:14]=[C:13]([CH3:15])[O:12][C:11](=[O:16])[CH:10]=1.C1CCC(N=C=NC2CCCCC2)CC1.[C:32](O)(=[O:41])[CH2:33][CH2:34][C:35]1[CH:40]=[CH:39][CH:38]=[CH:37][CH:36]=1.N#N, predict the reaction product. (7) Given the reactants Br[C:2]1[C:3]([CH3:14])=[C:4]([CH3:13])[C:5]2[O:9][CH:8]([CH3:10])[CH2:7][C:6]=2[C:11]=1[CH3:12].[CH3:15][O:16][C:17]1[CH:22]=[CH:21][C:20]([N:23]2[CH2:28][CH2:27][NH:26][CH2:25][CH2:24]2)=[CH:19][CH:18]=1, predict the reaction product. The product is: [CH3:15][O:16][C:17]1[CH:18]=[CH:19][C:20]([N:23]2[CH2:28][CH2:27][N:26]([C:2]3[C:3]([CH3:14])=[C:4]([CH3:13])[C:5]4[O:9][CH:8]([CH3:10])[CH2:7][C:6]=4[C:11]=3[CH3:12])[CH2:25][CH2:24]2)=[CH:21][CH:22]=1.